From a dataset of HIV replication inhibition screening data with 41,000+ compounds from the AIDS Antiviral Screen. Binary Classification. Given a drug SMILES string, predict its activity (active/inactive) in a high-throughput screening assay against a specified biological target. The molecule is CC(C)(CN1CCCCC1)C(=O)CC(SCCN)c1ccc(Cl)cc1.Cl. The result is 0 (inactive).